From a dataset of Full USPTO retrosynthesis dataset with 1.9M reactions from patents (1976-2016). Predict the reactants needed to synthesize the given product. (1) Given the product [Cl:19][C:16]1[CH:17]=[CH:18][C:5]2[N:4]([CH3:20])[C:3](=[O:21])[CH:2]([N:1]=[C:22]=[S:23])[N:8]=[C:7]([C:9]3[CH:10]=[N:11][CH:12]=[CH:13][CH:14]=3)[C:6]=2[CH:15]=1, predict the reactants needed to synthesize it. The reactants are: [NH2:1][CH:2]1[N:8]=[C:7]([C:9]2[CH:10]=[N:11][CH:12]=[CH:13][CH:14]=2)[C:6]2[CH:15]=[C:16]([Cl:19])[CH:17]=[CH:18][C:5]=2[N:4]([CH3:20])[C:3]1=[O:21].[C:22](=S)=[S:23].CCN=C=NCCCN(C)C.CCN(CC)CC. (2) Given the product [CH2:13]([N:12]([CH:10]([CH3:11])[CH2:9][C:6]1[CH:7]=[CH:8][C:3]([O:2][CH3:1])=[CH:4][CH:5]=1)[CH2:24][CH2:23][N:17]1[CH2:18][CH2:19][CH2:20][CH2:21][CH2:22][C:16]1=[O:15])[CH3:14], predict the reactants needed to synthesize it. The reactants are: [CH3:1][O:2][C:3]1[CH:8]=[CH:7][C:6]([CH2:9][CH:10]([NH:12][CH2:13][CH3:14])[CH3:11])=[CH:5][CH:4]=1.[O:15]=[C:16]1[CH2:22][CH2:21][CH2:20][CH2:19][CH2:18][N:17]1[CH2:23][CH:24]=O.C(O[BH-](OC(=O)C)OC(=O)C)(=O)C.[Na+]. (3) Given the product [Cl:1][C:2]1[N:7]=[C:6]2/[C:8](=[CH:16]/[C:15]3[CH:18]=[CH:19][CH:20]=[C:13]([Cl:12])[C:14]=3[F:21])/[C:9](=[O:11])[NH:10][C:5]2=[CH:4][CH:3]=1, predict the reactants needed to synthesize it. The reactants are: [Cl:1][C:2]1[N:7]=[C:6]2[CH2:8][C:9](=[O:11])[NH:10][C:5]2=[CH:4][CH:3]=1.[Cl:12][C:13]1[C:14]([F:21])=[C:15]([CH:18]=[CH:19][CH:20]=1)[CH:16]=O.N1CCCCC1. (4) Given the product [CH3:8][N:9]([CH3:10])[CH2:1][CH2:2][S:3]([O-:6])(=[O:5])=[O:4].[Na+:7], predict the reactants needed to synthesize it. The reactants are: [CH2:1]=[CH:2][S:3]([O-:6])(=[O:5])=[O:4].[Na+:7].[CH3:8][NH:9][CH3:10]. (5) Given the product [CH2:13]([C:15]1[S:52][C:18]2[N:19]([CH2:36][C:37]3[CH:42]=[CH:41][C:40]([C:43]4[CH:48]=[CH:47][CH:46]=[C:45]([F:49])[C:44]=4[C:50]4[NH:3][C:4](=[O:7])[O:5][N:51]=4)=[CH:39][CH:38]=3)[C:20](=[O:35])[N:21]([CH2:24][C:25]([C:27]3[CH:28]=[CH:29][C:30]([O:33][CH3:34])=[CH:31][CH:32]=3)=[O:26])[C:22](=[O:23])[C:17]=2[CH:16]=1)[CH3:14], predict the reactants needed to synthesize it. The reactants are: [Cl-].O[NH3+:3].[C:4](=[O:7])([O-])[OH:5].[Na+].CS(C)=O.[CH2:13]([C:15]1[S:52][C:18]2[N:19]([CH2:36][C:37]3[CH:42]=[CH:41][C:40]([C:43]4[C:44]([C:50]#[N:51])=[C:45]([F:49])[CH:46]=[CH:47][CH:48]=4)=[CH:39][CH:38]=3)[C:20](=[O:35])[N:21]([CH2:24][C:25]([C:27]3[CH:32]=[CH:31][C:30]([O:33][CH3:34])=[CH:29][CH:28]=3)=[O:26])[C:22](=[O:23])[C:17]=2[CH:16]=1)[CH3:14]. (6) Given the product [Br:18][C:8]1[CH:9]=[C:10]2[C:5](=[CH:6][CH:7]=1)[NH:4][C:3](=[O:11])[C:2]2([CH3:12])[CH3:1], predict the reactants needed to synthesize it. The reactants are: [CH3:1][C:2]1([CH3:12])[C:10]2[C:5](=[CH:6][CH:7]=[CH:8][CH:9]=2)[NH:4][C:3]1=[O:11].C([O-])(=O)C.[Na+].[Br:18]Br.C(=O)([O-])[O-].[Na+].[Na+].